The task is: Predict the reaction yield, written as a fraction of the theoretical maximum amount of product (1.0 means a 100% yield; for example, 0.34 means a 34% yield).. This data is from Reaction yield outcomes from USPTO patents with 853,638 reactions. (1) The yield is 0.480. The catalyst is C1COCC1. The reactants are [H-].[Na+].[CH3:3][C:4]1[O:8][N:7]=[C:6]([C:9]2[CH:14]=[CH:13][CH:12]=[CH:11][CH:10]=2)[C:5]=1[CH2:15][OH:16].F[C:18]1[CH:23]=[CH:22][CH:21]=[C:20]([CH3:24])[N:19]=1.[Cl-].[Na+]. The product is [CH3:24][C:20]1[CH:21]=[CH:22][CH:23]=[C:18]([O:16][CH2:15][C:5]2[C:6]([C:9]3[CH:14]=[CH:13][CH:12]=[CH:11][CH:10]=3)=[N:7][O:8][C:4]=2[CH3:3])[N:19]=1. (2) The reactants are [C:1]([O:5][C:6](=[O:25])[N:7]([CH2:9][C:10]1[CH:14]=[C:13](Br)[N:12]([S:16]([C:19]2[CH:20]=[N:21][CH:22]=[CH:23][CH:24]=2)(=[O:18])=[O:17])[CH:11]=1)[CH3:8])([CH3:4])([CH3:3])[CH3:2].[CH3:26][C:27]1[CH:32]=[CH:31][CH:30]=[CH:29][C:28]=1B(O)O.C(=O)([O-])[O-].[Na+].[Na+]. The catalyst is COCCOC.O.C1C=CC([P]([Pd]([P](C2C=CC=CC=2)(C2C=CC=CC=2)C2C=CC=CC=2)([P](C2C=CC=CC=2)(C2C=CC=CC=2)C2C=CC=CC=2)[P](C2C=CC=CC=2)(C2C=CC=CC=2)C2C=CC=CC=2)(C2C=CC=CC=2)C2C=CC=CC=2)=CC=1. The product is [CH3:8][N:7]([CH2:9][C:10]1[CH:14]=[C:13]([C:28]2[CH:29]=[CH:30][CH:31]=[CH:32][C:27]=2[CH3:26])[N:12]([S:16]([C:19]2[CH:20]=[N:21][CH:22]=[CH:23][CH:24]=2)(=[O:18])=[O:17])[CH:11]=1)[C:6](=[O:25])[O:5][C:1]([CH3:4])([CH3:3])[CH3:2]. The yield is 0.680. (3) The yield is 0.802. The reactants are [Cl:1][C:2]1[CH:10]=[C:6]([C:7]([OH:9])=O)[C:5]([OH:11])=[CH:4][CH:3]=1.[CH3:12][C:13]1[CH:19]=[CH:18][C:16]([NH2:17])=[CH:15][C:14]=1[C:20]([F:23])([F:22])[F:21]. The product is [Cl:1][C:2]1[CH:3]=[CH:4][C:5]([OH:11])=[C:6]([CH:10]=1)[C:7]([NH:17][C:16]1[CH:18]=[CH:19][C:13]([CH3:12])=[C:14]([C:20]([F:21])([F:22])[F:23])[CH:15]=1)=[O:9]. No catalyst specified. (4) The yield is 0.939. The catalyst is CO. The product is [C:1]([O:5][C:6](=[O:12])[C@H:7]([CH:9]([CH3:10])[CH3:11])[NH:8][CH2:15][CH2:14][C:13]([O:17][CH3:18])=[O:16])([CH3:4])([CH3:3])[CH3:2]. The reactants are [C:1]([O:5][C:6](=[O:12])[C@H:7]([CH:9]([CH3:11])[CH3:10])[NH2:8])([CH3:4])([CH3:3])[CH3:2].[C:13]([O:17][CH3:18])(=[O:16])[CH:14]=[CH2:15]. (5) The reactants are C(OP([CH2:10][C:11]([O:13][CH2:14][CH3:15])=[O:12])(COCC)=O)C.[H-].[Na+].[Si:18]([O:25][CH2:26][CH2:27][CH2:28][CH:29]=O)([C:21]([CH3:24])([CH3:23])[CH3:22])([CH3:20])[CH3:19]. The catalyst is C1COCC1. The product is [Si:18]([O:25][CH2:26][CH2:27][CH2:28]/[CH:29]=[CH:10]/[C:11]([O:13][CH2:14][CH3:15])=[O:12])([C:21]([CH3:22])([CH3:23])[CH3:24])([CH3:19])[CH3:20]. The yield is 0.480. (6) The reactants are [CH3:1][C:2]1[C:3]([Mg]Br)=[N:4][CH:5]=[CH:6][CH:7]=1.C1C[O:13][CH2:12]C1.CN(C=O)C. No catalyst specified. The product is [CH3:1][C:2]1[C:3]([CH:12]=[O:13])=[N:4][CH:5]=[CH:6][CH:7]=1. The yield is 0.330. (7) The reactants are [Br:1][C:2]1[CH:7]=[C:6]([F:8])[CH:5]=[C:4]([Br:9])[C:3]=1[NH:10][C:11]([NH2:13])=S.[OH-].[K+].O.O.O.C([O-])(=O)C.[Pb+2].C([O-])(=O)C.C(O)(=O)C. The catalyst is O. The product is [Br:1][C:2]1[CH:7]=[C:6]([F:8])[CH:5]=[C:4]([Br:9])[C:3]=1[NH:10][C:11]#[N:13]. The yield is 0.630.